From a dataset of NCI-60 drug combinations with 297,098 pairs across 59 cell lines. Regression. Given two drug SMILES strings and cell line genomic features, predict the synergy score measuring deviation from expected non-interaction effect. (1) Drug 2: CCC(=C(C1=CC=CC=C1)C2=CC=C(C=C2)OCCN(C)C)C3=CC=CC=C3.C(C(=O)O)C(CC(=O)O)(C(=O)O)O. Synergy scores: CSS=4.38, Synergy_ZIP=-1.16, Synergy_Bliss=-9.88, Synergy_Loewe=-11.6, Synergy_HSA=-10.4. Cell line: HL-60(TB). Drug 1: CN(C)N=NC1=C(NC=N1)C(=O)N. (2) Drug 2: CCN(CC)CCNC(=O)C1=C(NC(=C1C)C=C2C3=C(C=CC(=C3)F)NC2=O)C. Cell line: NCI-H226. Drug 1: C1C(C(OC1N2C=NC3=C(N=C(N=C32)Cl)N)CO)O. Synergy scores: CSS=3.74, Synergy_ZIP=7.00, Synergy_Bliss=5.65, Synergy_Loewe=-0.877, Synergy_HSA=-0.614. (3) Drug 1: C1=NC2=C(N1)C(=S)N=CN2. Drug 2: C1CCC(C(C1)N)N.C(=O)(C(=O)[O-])[O-].[Pt+4]. Cell line: PC-3. Synergy scores: CSS=26.0, Synergy_ZIP=-7.66, Synergy_Bliss=-0.0199, Synergy_Loewe=-7.96, Synergy_HSA=3.67.